The task is: Predict which catalyst facilitates the given reaction.. This data is from Catalyst prediction with 721,799 reactions and 888 catalyst types from USPTO. (1) Reactant: C1C(=O)N([Br:8])C(=O)C1.[NH2:9][C:10]1[C:15]([C:16]2[CH:28]=[CH:27][C:19]([C:20]([O:22][C:23]([CH3:26])([CH3:25])[CH3:24])=[O:21])=[C:18]([F:29])[CH:17]=2)=[CH:14][CH:13]=[CH:12][N:11]=1. Product: [NH2:9][C:10]1[C:15]([C:16]2[CH:28]=[CH:27][C:19]([C:20]([O:22][C:23]([CH3:25])([CH3:26])[CH3:24])=[O:21])=[C:18]([F:29])[CH:17]=2)=[CH:14][C:13]([Br:8])=[CH:12][N:11]=1. The catalyst class is: 23. (2) Reactant: [F:1][C:2]1([F:33])[CH2:7][CH2:6][N:5]([C:8]([C:10]2[NH:11][C:12]3[C:17]([CH:18]=2)=[CH:16][C:15]([C:19]([N:21]2[CH2:26][CH2:25][CH:24]([N:27]4[CH2:32][CH2:31][O:30][CH2:29][CH2:28]4)[CH2:23][CH2:22]2)=[O:20])=[CH:14][CH:13]=3)=[O:9])[CH2:4][CH2:3]1.[F:34][C:35]([F:46])([F:45])[C:36]1[CH:37]=[C:38](B(O)O)[CH:39]=[CH:40][CH:41]=1.N1C=CC=CC=1. Product: [F:33][C:2]1([F:1])[CH2:3][CH2:4][N:5]([C:8]([C:10]2[N:11]([C:40]3[CH:39]=[CH:38][CH:37]=[C:36]([C:35]([F:46])([F:45])[F:34])[CH:41]=3)[C:12]3[C:17]([CH:18]=2)=[CH:16][C:15]([C:19]([N:21]2[CH2:26][CH2:25][CH:24]([N:27]4[CH2:28][CH2:29][O:30][CH2:31][CH2:32]4)[CH2:23][CH2:22]2)=[O:20])=[CH:14][CH:13]=3)=[O:9])[CH2:6][CH2:7]1. The catalyst class is: 221. (3) Reactant: [CH2:1]([CH:4]1[CH:30]=[C:29]([CH3:31])[CH2:28][CH:27]([CH3:32])[CH2:26][CH:25]([O:33][CH3:34])[CH:24]2[O:35][C:20]([OH:39])([CH:21]([CH3:38])[CH2:22][CH:23]2[O:36][CH3:37])[C:19](=[O:40])[C:18](=[O:41])[N:17]2[CH:12]([CH2:13][CH2:14][CH2:15][CH2:16]2)[C:11](=[O:42])[O:10][CH:9]([C:43]([CH3:61])=[CH:44][CH:45]2[CH2:50][CH2:49][CH:48]([O:51][Si:52]([C:55]([CH3:58])([CH3:57])[CH3:56])([CH3:54])[CH3:53])[CH:47]([O:59][CH3:60])[CH2:46]2)[CH:8]([CH3:62])[CH:7]([OH:63])[CH2:6][C:5]1=[O:64])[CH:2]=[CH2:3].[C:65](OC(=O)C)(=[O:67])[CH3:66]. The catalyst class is: 17. Product: [C:65]([O:63][CH:7]1[CH2:6][C:5](=[O:64])[CH:4]([CH2:1][CH:2]=[CH2:3])[CH:30]=[C:29]([CH3:31])[CH2:28][CH:27]([CH3:32])[CH2:26][CH:25]([O:33][CH3:34])[CH:24]2[O:35][C:20]([OH:39])([CH:21]([CH3:38])[CH2:22][CH:23]2[O:36][CH3:37])[C:19](=[O:40])[C:18](=[O:41])[N:17]2[CH:12]([CH2:13][CH2:14][CH2:15][CH2:16]2)[C:11](=[O:42])[O:10][CH:9]([C:43]([CH3:61])=[CH:44][CH:45]2[CH2:50][CH2:49][CH:48]([O:51][Si:52]([C:55]([CH3:58])([CH3:57])[CH3:56])([CH3:53])[CH3:54])[CH:47]([O:59][CH3:60])[CH2:46]2)[CH:8]1[CH3:62])(=[O:67])[CH3:66]. (4) Reactant: Cl[C:2]1[N:7]=[C:6]([C:8]2[CH:9]=[N:10][N:11]([CH:13]([CH:17]3[CH2:21][CH2:20][CH2:19][CH2:18]3)[CH2:14][C:15]#[N:16])[CH:12]=2)[C:5]([O:22][CH3:23])=[CH:4][N:3]=1.[NH2:24][C:25]1[CH:33]=[CH:32][C:28]([C:29]([OH:31])=[O:30])=[CH:27][CH:26]=1.C1(C)C=CC(S(O)(=O)=O)=CC=1. Product: [C:15]([CH2:14][CH:13]([N:11]1[CH:12]=[C:8]([C:6]2[C:5]([O:22][CH3:23])=[CH:4][N:3]=[C:2]([NH:24][C:25]3[CH:33]=[CH:32][C:28]([C:29]([OH:31])=[O:30])=[CH:27][CH:26]=3)[N:7]=2)[CH:9]=[N:10]1)[CH:17]1[CH2:21][CH2:20][CH2:19][CH2:18]1)#[N:16]. The catalyst class is: 12.